This data is from hERG Central: cardiac toxicity at 1µM, 10µM, and general inhibition. The task is: Predict hERG channel inhibition at various concentrations. The drug is CCN(CC)CCN1C(=O)c2ccccc2NC1c1ccc(Br)cc1. Results: hERG_inhib (hERG inhibition (general)): blocker.